Dataset: Forward reaction prediction with 1.9M reactions from USPTO patents (1976-2016). Task: Predict the product of the given reaction. (1) Given the reactants [CH3:1][C:2]1([CH3:12])[CH:6]2[CH2:7][NH:8][CH2:9][CH2:10][N:5]2[C:4](=[O:11])[O:3]1.C(N(CC)CC)C.[C:20](Cl)(=[O:28])[O:21][C:22]1[CH:27]=[CH:26][CH:25]=[CH:24][CH:23]=1.O, predict the reaction product. The product is: [CH3:1][C:2]1([CH3:12])[CH:6]2[CH2:7][N:8]([C:20]([O:21][C:22]3[CH:27]=[CH:26][CH:25]=[CH:24][CH:23]=3)=[O:28])[CH2:9][CH2:10][N:5]2[C:4](=[O:11])[O:3]1. (2) Given the reactants Cl[C:2]1[C:7]([C:8]2[CH:13]=[CH:12][C:11]([C:14]#[N:15])=[C:10]([Cl:16])[CH:9]=2)=[CH:6][N:5]=[CH:4][C:3]=1[CH:17]([CH:24]1[CH2:26][CH2:25]1)[N:18]([CH3:23])[S:19]([CH3:22])(=[O:21])=[O:20].CC([O-])(C)C.[K+], predict the reaction product. The product is: [Cl:16][C:10]1[CH:9]=[C:8]([C:7]2[CH:6]=[N:5][CH:4]=[C:3]3[C:2]=2[CH2:22][S:19](=[O:21])(=[O:20])[N:18]([CH3:23])[CH:17]3[CH:24]2[CH2:26][CH2:25]2)[CH:13]=[CH:12][C:11]=1[C:14]#[N:15]. (3) Given the reactants [F:1][C:2]1[CH:3]=[C:4]([N:8]2[C:16](=[O:17])[C:15]3[CH:14]=[C:13]4[CH2:18][CH2:19][CH2:20][C:12]4=[CH:11][C:10]=3[CH:9]2O)[CH:5]=[CH:6][CH:7]=1.[C:22]([CH:27]=P(C1C=CC=CC=1)(C1C=CC=CC=1)C1C=CC=CC=1)([O:24]CC)=[O:23], predict the reaction product. The product is: [F:1][C:2]1[CH:3]=[C:4]([N:8]2[CH:9]([CH2:27][C:22]([OH:24])=[O:23])[C:10]3[CH:11]=[C:12]4[CH2:20][CH2:19][CH2:18][C:13]4=[CH:14][C:15]=3[C:16]2=[O:17])[CH:5]=[CH:6][CH:7]=1.